Dataset: Full USPTO retrosynthesis dataset with 1.9M reactions from patents (1976-2016). Task: Predict the reactants needed to synthesize the given product. (1) Given the product [CH3:21][NH:20][C:17]1[N:18]=[CH:19][C:14]([C:5]2[N:4]=[N:3][C:2]([NH2:1])=[N:7][C:6]=2[C:8]2[CH:9]=[CH:10][CH:11]=[CH:12][CH:13]=2)=[CH:15][CH:16]=1, predict the reactants needed to synthesize it. The reactants are: [NH2:1][C:2]1[N:3]=[N:4][C:5]([C:14]2[CH:15]=[CH:16][C:17]([N:20](C)[C:21](=O)[O-])=[N:18][CH:19]=2)=[C:6]([C:8]2[CH:13]=[CH:12][CH:11]=[CH:10][CH:9]=2)[N:7]=1.FC(F)(F)C(O)=O. (2) Given the product [OH:17][C:18]1[C:23]([CH3:24])=[C:22]([O:25][CH2:2][CH2:3][CH2:4][CH2:5][N:6]2[C:10]3[CH:11]=[CH:12][CH:13]=[CH:14][C:9]=3[N:8]=[C:7]2[S:15][CH3:16])[CH:21]=[CH:20][C:19]=1[C:26](=[O:31])[CH2:27][CH:28]([CH3:29])[CH3:30], predict the reactants needed to synthesize it. The reactants are: Br[CH2:2][CH2:3][CH2:4][CH2:5][N:6]1[C:10]2[CH:11]=[CH:12][CH:13]=[CH:14][C:9]=2[N:8]=[C:7]1[S:15][CH3:16].[OH:17][C:18]1[C:23]([CH3:24])=[C:22]([OH:25])[CH:21]=[CH:20][C:19]=1[C:26](=[O:31])[CH2:27][CH:28]([CH3:30])[CH3:29]. (3) Given the product [Cl:27][C:26]1[CH:25]=[CH:24][C:18]([C:19]([O:21][CH2:22][CH3:23])=[O:20])=[CH:17][C:16]=1[O:15][C:4]1[C:5]([NH:8][C:9]2[S:10][CH:11]=[C:12]([CH3:14])[N:13]=2)=[N:6][CH:7]=[C:2]([S:34][C:28]2[CH:33]=[CH:32][CH:31]=[CH:30][CH:29]=2)[CH:3]=1, predict the reactants needed to synthesize it. The reactants are: Br[C:2]1[CH:3]=[C:4]([O:15][C:16]2[CH:17]=[C:18]([CH:24]=[CH:25][C:26]=2[Cl:27])[C:19]([O:21][CH2:22][CH3:23])=[O:20])[C:5]([NH:8][C:9]2[S:10][CH:11]=[C:12]([CH3:14])[N:13]=2)=[N:6][CH:7]=1.[C:28]1([SH:34])[CH:33]=[CH:32][CH:31]=[CH:30][CH:29]=1. (4) Given the product [NH2:15][CH2:14][CH2:13][O:10][C:9]1[C:2]([CH3:1])=[CH:3][C:4]([C:5]2[NH:58][C:56](=[O:57])[C:55]3[C:54](=[CH:62][C:61]([O:29][CH3:26])=[CH:60][C:59]=3[O:65][CH3:66])[N:53]=2)=[CH:7][C:8]=1[CH3:11], predict the reactants needed to synthesize it. The reactants are: [CH3:1][C:2]1[CH:3]=[C:4]([CH:7]=[C:8]([CH3:11])[C:9]=1[OH:10])[CH:5]=O.Br[CH2:13][CH2:14][N:15]1C(=O)C2=CC=CC=C2C1=O.[C:26]([O-:29])([O-])=O.[K+].[K+].N[C@H](C(O)=O)CC1C=C2C(C=CC=C2)=CC=1.CCOCC.[NH2:53][C:54]1[CH:62]=[C:61](OC)[CH:60]=[C:59]([O:65][CH3:66])[C:55]=1[C:56]([NH2:58])=[O:57].OS([O-])=O.[Na+].CC1C=CC(S(O)(=O)=O)=CC=1.O. (5) Given the product [CH3:1][O:2][C:3]1[C:4]([NH2:16])=[C:5]([NH:6][CH2:7][CH2:8][CH2:9][CH2:10][O:11][CH3:12])[CH:13]=[CH:14][CH:15]=1, predict the reactants needed to synthesize it. The reactants are: [CH3:1][O:2][C:3]1[C:4]([N+:16]([O-])=O)=[C:5]([CH:13]=[CH:14][CH:15]=1)[NH:6][CH2:7][CH2:8][CH2:9][CH2:10][O:11][CH3:12].